This data is from Reaction yield outcomes from USPTO patents with 853,638 reactions. The task is: Predict the reaction yield, written as a fraction of the theoretical maximum amount of product (1.0 means a 100% yield; for example, 0.34 means a 34% yield). (1) The reactants are [CH3:1][O:2][C:3]1[CH:8]=[CH:7][C:6]([NH:9][C:10]2[C:19]3[C:14](=[CH:15][CH:16]=[C:17]([C:20](=[O:23])[NH:21][CH3:22])[CH:18]=3)[N:13]=[CH:12][C:11]=2[C:24]([OH:26])=[O:25])=[CH:5][CH:4]=1.[CH:27]([N:30]([CH2:34]C)[CH:31](C)C)(C)[CH3:28].ClCCN(C)C. The catalyst is CN(C)C=O. The product is [CH3:1][O:2][C:3]1[CH:8]=[CH:7][C:6]([NH:9][C:10]2[C:19]3[C:14](=[CH:15][CH:16]=[C:17]([C:20](=[O:23])[NH:21][CH3:22])[CH:18]=3)[N:13]=[CH:12][C:11]=2[C:24]([O:26][CH2:28][CH2:27][N:30]([CH3:34])[CH3:31])=[O:25])=[CH:5][CH:4]=1. The yield is 0.280. (2) The reactants are [CH3:1][O:2][C:3]1[N:8]=[CH:7][C:6]([NH:9][C:10]2[C:17]([C:18]3[N:26]=[C:25]([CH3:27])[N:24]=[C:23]4[C:19]=3[N:20]=[CH:21][N:22]4C3CCCCO3)=[CH:16][C:13]([CH:14]=O)=[CH:12][N:11]=2)=[CH:5][CH:4]=1.[CH3:34][O:35][C:36]1[CH:37]=[C:38]([CH:40]=[CH:41][CH:42]=1)[NH2:39].C(Cl)Cl.[BH4-].[Na+]. The catalyst is C(O)C.C(O[Ti](OC(C)C)(OC(C)C)OC(C)C)(C)C.CO. The product is [CH3:34][O:35][C:36]1[CH:37]=[C:38]([NH:39][CH2:14][C:13]2[CH:16]=[C:17]([C:18]3[N:26]=[C:25]([CH3:27])[N:24]=[C:23]4[C:19]=3[N:20]=[CH:21][NH:22]4)[C:10]([NH:9][C:6]3[CH:7]=[N:8][C:3]([O:2][CH3:1])=[CH:4][CH:5]=3)=[N:11][CH:12]=2)[CH:40]=[CH:41][CH:42]=1. The yield is 0.810. (3) The reactants are [CH:1]1[N:6]=[C:5](Cl)[C:4]2[N:8]=[CH:9][N:10]([C@@H:11]3[O:15][C@H:14]([CH2:16][OH:17])[C@@H:13]([OH:18])[C@H:12]3[OH:19])[C:3]=2[N:2]=1.[OH:20][C:21]1[CH:22]=[C:23]([CH:26]=[CH:27][CH:28]=1)[CH2:24][NH2:25].C(N(C(C)C)CC)(C)C. The catalyst is C(O)CC. The product is [OH:20][C:21]1[CH:22]=[C:23]([CH:26]=[CH:27][CH:28]=1)[CH2:24][NH:25][C:5]1[C:4]2[N:8]=[CH:9][N:10]([C:3]=2[N:2]=[CH:1][N:6]=1)[C@@H:11]1[O:15][C@H:14]([CH2:16][OH:17])[C@@H:13]([OH:18])[C@H:12]1[OH:19]. The yield is 0.810. (4) The yield is 0.760. The product is [Br:1][C:2]1[C:3](/[CH:13]=[CH:19]/[N:20]([CH3:22])[CH3:21])=[C:4]([N+:10]([O-:12])=[O:11])[C:5]([O:8][CH3:9])=[N:6][CH:7]=1. The reactants are [Br:1][C:2]1[C:3]([CH3:13])=[C:4]([N+:10]([O-:12])=[O:11])[C:5]([O:8][CH3:9])=[N:6][CH:7]=1.C[O-].[Li+].CO[CH:19](OC)[N:20]([CH3:22])[CH3:21].O. The catalyst is CN(C)C=O. (5) The reactants are [Cl:1][C:2]1[CH:3]=[C:4]2[C:9](=[CH:10][CH:11]=1)[CH:8]=[C:7]([S:12]([CH2:15][CH2:16][C:17]([N:19]1[CH2:24][CH2:23][CH:22]([NH2:25])[CH2:21][CH2:20]1)=[O:18])(=[O:14])=[O:13])[CH:6]=[CH:5]2.[NH:26]1[CH:30]=[CH:29][N:28]=[C:27]1[CH:31]=O. No catalyst specified. The product is [Cl:1][C:2]1[CH:3]=[C:4]2[C:9](=[CH:10][CH:11]=1)[CH:8]=[C:7]([S:12]([CH2:15][CH2:16][C:17]([N:19]1[CH2:24][CH2:23][CH:22]([NH:25][CH2:31][C:27]3[NH:26][CH:30]=[CH:29][N:28]=3)[CH2:21][CH2:20]1)=[O:18])(=[O:14])=[O:13])[CH:6]=[CH:5]2. The yield is 0.900. (6) The catalyst is O1CCOCC1. The product is [F:1][C:2]1[CH:37]=[CH:36][C:5]([CH2:6][N:7]2[C:16](=[O:17])[C:15]([C:18]3[NH:23][C:22]4[S:24][CH:25]=[C:26]([CH2:27][OH:28])[C:21]=4[S:20](=[O:32])(=[O:33])[N:19]=3)=[C:14]([OH:34])[C@H:13]3[C@@H:8]2[C@H:9]2[CH2:35][C@@H:12]3[CH2:11][CH2:10]2)=[CH:4][CH:3]=1. The reactants are [F:1][C:2]1[CH:37]=[CH:36][C:5]([CH2:6][N:7]2[C:16](=[O:17])[C:15]([C:18]3[NH:23][C:22]4[S:24][CH:25]=[C:26]([CH2:27][O:28]COC)[C:21]=4[S:20](=[O:33])(=[O:32])[N:19]=3)=[C:14]([OH:34])[C@H:13]3[C@@H:8]2[C@H:9]2[CH2:35][C@@H:12]3[CH2:11][CH2:10]2)=[CH:4][CH:3]=1.Cl. The yield is 1.00. (7) The reactants are [CH3:1][C:2]([C:4]1[CH:9]=[CH:8][C:7]([NH2:10])=[CH:6][CH:5]=1)=[O:3].[B-](F)(F)(F)F.CCOC(C(C#N)=NOC(N(C)C)=[N+](C)C)=O.[C:33]([N:40]1[CH2:48][CH2:47][CH:43]([C:44](O)=[O:45])[CH2:42][CH2:41]1)([O:35][C:36]([CH3:39])([CH3:38])[CH3:37])=[O:34].CCN(C(C)C)C(C)C. The catalyst is CN(C=O)C. The product is [C:36]([O:35][C:33]([N:40]1[CH2:48][CH2:47][CH:43]([C:44](=[O:45])[NH:10][C:7]2[CH:8]=[CH:9][C:4]([C:2](=[O:3])[CH3:1])=[CH:5][CH:6]=2)[CH2:42][CH2:41]1)=[O:34])([CH3:39])([CH3:38])[CH3:37]. The yield is 0.700. (8) The reactants are Cl[C:2]1[N:7]2[N:8]=[C:9]([NH:11][C:12](=[O:19])[C:13]3[CH:18]=[CH:17][CH:16]=[N:15][CH:14]=3)[N:10]=[C:6]2[CH:5]=[C:4]([Cl:20])[CH:3]=1.[CH:21]1([NH2:27])[CH2:26][CH2:25][CH2:24][CH2:23][CH2:22]1. No catalyst specified. The product is [Cl:20][C:4]1[CH:3]=[C:2]([NH:27][CH:21]2[CH2:26][CH2:25][CH2:24][CH2:23][CH2:22]2)[N:7]2[N:8]=[C:9]([NH:11][C:12](=[O:19])[C:13]3[CH:18]=[CH:17][CH:16]=[N:15][CH:14]=3)[N:10]=[C:6]2[CH:5]=1. The yield is 0.220. (9) The product is [CH:25]([NH:28][C:21]([C:17]1[N:18]([CH3:20])[N:19]=[C:15]([NH:14][CH2:13][C:12]2[C:8]([C:5]3[CH:6]=[CH:7][C:2]([F:1])=[CH:3][CH:4]=3)=[N:9][O:10][C:11]=2[CH3:24])[CH:16]=1)=[O:22])([CH3:27])[CH3:26]. The reactants are [F:1][C:2]1[CH:7]=[CH:6][C:5]([C:8]2[C:12]([CH2:13][NH:14][C:15]3[CH:16]=[C:17]([C:21](O)=[O:22])[N:18]([CH3:20])[N:19]=3)=[C:11]([CH3:24])[O:10][N:9]=2)=[CH:4][CH:3]=1.[CH:25]([NH2:28])([CH3:27])[CH3:26]. The yield is 0.210. No catalyst specified. (10) The reactants are [Br:1][C:2]1[C:14]2[C:13]3[C:8](=[CH:9][C:10]([C:15]([OH:18])([CH3:17])[CH3:16])=[CH:11][CH:12]=3)[NH:7][C:6]=2[C:5]([C:19]([NH2:21])=[O:20])=[CH:4][CH:3]=1.O.C1(C)C=CC(S(O)(=O)=O)=CC=1.[CH2:34](O)[CH2:35][OH:36].C([O-])(O)=O.[Na+]. The catalyst is O. The product is [Br:1][C:2]1[C:14]2[C:13]3[C:8](=[CH:9][C:10]([C:15]([O:18][CH2:34][CH2:35][OH:36])([CH3:17])[CH3:16])=[CH:11][CH:12]=3)[NH:7][C:6]=2[C:5]([C:19]([NH2:21])=[O:20])=[CH:4][CH:3]=1. The yield is 0.960.